Task: Binary Classification. Given a drug SMILES string, predict its activity (active/inactive) in a high-throughput screening assay against a specified biological target.. Dataset: HIV replication inhibition screening data with 41,000+ compounds from the AIDS Antiviral Screen (1) The drug is S=c1sc2c(s1)SCc1cccc(n1)CSc1sc(=S)sc1SCc1cccc(n1)CS2. The result is 0 (inactive). (2) The result is 0 (inactive). The drug is COc1ccc(C(O)CC(O)(C(F)(F)F)C(F)(F)F)cc1. (3) The drug is COC(C(OC(=O)c1ccccc1)C(OC(=O)c1ccccc1)C(O)COC(=O)c1ccccc1)n1cc(C)c(=O)[nH]c1=O. The result is 0 (inactive).